From a dataset of Catalyst prediction with 721,799 reactions and 888 catalyst types from USPTO. Predict which catalyst facilitates the given reaction. (1) Reactant: C(OC([N:8]1[CH2:13][CH2:12][CH:11]([C:14]2[CH:19]=[CH:18][C:17]([NH:20][C:21]([C:23]3[N:24](COCC[Si](C)(C)C)[CH:25]=[C:26]([C:28]#[N:29])[N:27]=3)=[O:22])=[C:16]([C:38]3[CH2:43][CH2:42][C:41]([CH3:45])([CH3:44])[CH2:40][CH:39]=3)[N:15]=2)[CH2:10][CH2:9]1)=O)(C)(C)C.[C:46]([OH:52])([C:48]([F:51])([F:50])[F:49])=[O:47].CO. Product: [F:49][C:48]([F:51])([F:50])[C:46]([OH:52])=[O:47].[CH3:44][C:41]1([CH3:45])[CH2:42][CH2:43][C:38]([C:16]2[N:15]=[C:14]([CH:11]3[CH2:12][CH2:13][NH:8][CH2:9][CH2:10]3)[CH:19]=[CH:18][C:17]=2[NH:20][C:21]([C:23]2[NH:24][CH:25]=[C:26]([C:28]#[N:29])[N:27]=2)=[O:22])=[CH:39][CH2:40]1. The catalyst class is: 61. (2) Reactant: [F:1][C:2]1[CH:11]=[CH:10][C:5]([C:6]([O:8]C)=[O:7])=[CH:4][C:3]=1[NH:12][C:13]([C:15]1[N:19]2[CH:20]=[CH:21][CH:22]=[CH:23][C:18]2=[N:17][CH:16]=1)=[O:14].O[Li].O.Cl. Product: [F:1][C:2]1[CH:11]=[CH:10][C:5]([C:6]([OH:8])=[O:7])=[CH:4][C:3]=1[NH:12][C:13]([C:15]1[N:19]2[CH:20]=[CH:21][CH:22]=[CH:23][C:18]2=[N:17][CH:16]=1)=[O:14]. The catalyst class is: 87. (3) Reactant: [Cl:1][C:2]1[CH:7]=[C:6]2[NH:8][C:9](=[O:45])[C:10]3([CH:15]([C:16]4[CH:21]=[C:20]([Cl:22])[CH:19]=[CH:18][C:17]=4[O:23][C:24]([CH2:34][CH3:35])([C:27]([NH:29][S:30]([CH3:33])(=[O:32])=[O:31])=[O:28])[CH2:25][CH3:26])[CH2:14][C:13](=[O:36])[NH:12][CH:11]3[C:37]3[CH:42]=[C:41]([Cl:43])[CH:40]=[CH:39][C:38]=3[CH3:44])[C:5]2=[CH:4][CH:3]=1.[C:46](OC(=O)C)(=[O:48])[CH3:47]. Product: [C:46]([N:8]1[C:6]2[C:5](=[CH:4][CH:3]=[C:2]([Cl:1])[CH:7]=2)[C:10]2([CH:15]([C:16]3[CH:21]=[C:20]([Cl:22])[CH:19]=[CH:18][C:17]=3[O:23][C:24]([CH2:34][CH3:35])([C:27]([NH:29][S:30]([CH3:33])(=[O:32])=[O:31])=[O:28])[CH2:25][CH3:26])[CH2:14][C:13](=[O:36])[NH:12][CH:11]2[C:37]2[CH:42]=[C:41]([Cl:43])[CH:40]=[CH:39][C:38]=2[CH3:44])[C:9]1=[O:45])(=[O:48])[CH3:47]. The catalyst class is: 64. (4) Reactant: Cl[C:2]1[C:3]2[CH:10]=[C:9]([C:11]3[CH:12]=[N:13][N:14]([CH3:16])[CH:15]=3)[N:8](S(C3C=CC=CC=3)(=O)=O)[C:4]=2[N:5]=[CH:6][N:7]=1.[F:26][C:27]1[CH:45]=[C:44](B2OC(C)(C)C(C)(C)O2)[CH:43]=[CH:42][C:28]=1[CH2:29][NH:30][C:31]([C:33]1[CH:41]=[C:36]2[CH2:37][CH2:38][CH2:39][CH2:40][N:35]2[N:34]=1)=[O:32].C(=O)([O-])[O-].[K+].[K+].O. Product: [F:26][C:27]1[CH:45]=[C:44]([C:2]2[C:3]3[CH:10]=[C:9]([C:11]4[CH:12]=[N:13][N:14]([CH3:16])[CH:15]=4)[NH:8][C:4]=3[N:5]=[CH:6][N:7]=2)[CH:43]=[CH:42][C:28]=1[CH2:29][NH:30][C:31]([C:33]1[CH:41]=[C:36]2[CH2:37][CH2:38][CH2:39][CH2:40][N:35]2[N:34]=1)=[O:32]. The catalyst class is: 104. (5) Reactant: [CH3:13][C:12]([O:11][C:9](O[C:9]([O:11][C:12]([CH3:15])([CH3:14])[CH3:13])=[O:10])=[O:10])([CH3:15])[CH3:14].[NH2:16][CH2:17][C:18]1[CH:19]=[C:20]([C:31]([O:33][CH3:34])=[O:32])[C:21]([C:24]2[CH:29]=[CH:28][C:27]([Cl:30])=[CH:26][CH:25]=2)=[CH:22][CH:23]=1. Product: [C:12]([O:11][C:9]([NH:16][CH2:17][C:18]1[CH:19]=[C:20]([C:31]([O:33][CH3:34])=[O:32])[C:21]([C:24]2[CH:29]=[CH:28][C:27]([Cl:30])=[CH:26][CH:25]=2)=[CH:22][CH:23]=1)=[O:10])([CH3:13])([CH3:14])[CH3:15]. The catalyst class is: 2. (6) Reactant: [F:1][C:2]1[CH:7]=[CH:6][C:5]([C@H:8]([CH2:19][CH:20]=O)[CH2:9][N:10]([CH3:18])[C:11](=[O:17])[O:12][C:13]([CH3:16])([CH3:15])[CH3:14])=[CH:4][CH:3]=1.[NH:22]1[CH2:25][CH:24]([N:26]2[CH2:31][CH2:30][O:29][CH2:28][CH2:27]2)[CH2:23]1.CCN(C(C)C)C(C)C.C(O[BH-](OC(=O)C)OC(=O)C)(=O)C.[Na+]. Product: [F:1][C:2]1[CH:3]=[CH:4][C:5]([C@H:8]([CH2:19][CH2:20][N:22]2[CH2:25][CH:24]([N:26]3[CH2:31][CH2:30][O:29][CH2:28][CH2:27]3)[CH2:23]2)[CH2:9][N:10]([CH3:18])[C:11](=[O:17])[O:12][C:13]([CH3:14])([CH3:15])[CH3:16])=[CH:6][CH:7]=1. The catalyst class is: 2. (7) Reactant: C(O[C:4](=[N:6][C:7](=O)[C:8]1[CH:13]=[CH:12][C:11]([Cl:14])=[CH:10][CH:9]=1)[CH3:5])C.[NH:16]([C:18]1[N:23]=[CH:22][C:21]([S:24]([NH2:27])(=[O:26])=[O:25])=[CH:20][CH:19]=1)[NH2:17].O. Product: [Cl:14][C:11]1[CH:10]=[CH:9][C:8]([C:7]2[N:16]([C:18]3[N:23]=[CH:22][C:21]([S:24]([NH2:27])(=[O:26])=[O:25])=[CH:20][CH:19]=3)[N:17]=[C:4]([CH3:5])[N:6]=2)=[CH:13][CH:12]=1. The catalyst class is: 98. (8) Reactant: [Cl:1][C:2]1[CH:10]=[C:9]2[C:5]([C:6]([C:12]3[N:13]=[C:14]4[C:20]([C:21](O)=[O:22])=[CH:19][N:18]([CH2:24][O:25][CH2:26][CH2:27][Si:28]([CH3:31])([CH3:30])[CH3:29])[C:15]4=[N:16][CH:17]=3)=[N:7][N:8]2[CH3:11])=[CH:4][CH:3]=1.[NH2:32][C@H:33]([CH3:36])[CH2:34][OH:35].CN(C(ON1N=NC2C=CC=CC1=2)=[N+](C)C)C.F[P-](F)(F)(F)(F)F.C1C=CC2N(O)N=NC=2C=1.C(N(CC)C(C)C)(C)C. Product: [OH:35][CH2:34][C@H:33]([NH:32][C:21]([C:20]1[C:14]2[C:15](=[N:16][CH:17]=[C:12]([C:6]3[C:5]4[C:9](=[CH:10][C:2]([Cl:1])=[CH:3][CH:4]=4)[N:8]([CH3:11])[N:7]=3)[N:13]=2)[N:18]([CH2:24][O:25][CH2:26][CH2:27][Si:28]([CH3:29])([CH3:31])[CH3:30])[CH:19]=1)=[O:22])[CH3:36]. The catalyst class is: 3.